Dataset: NCI-60 drug combinations with 297,098 pairs across 59 cell lines. Task: Regression. Given two drug SMILES strings and cell line genomic features, predict the synergy score measuring deviation from expected non-interaction effect. (1) Drug 1: C1CCN(CC1)CCOC2=CC=C(C=C2)C(=O)C3=C(SC4=C3C=CC(=C4)O)C5=CC=C(C=C5)O. Cell line: SF-268. Synergy scores: CSS=27.9, Synergy_ZIP=-2.55, Synergy_Bliss=-5.68, Synergy_Loewe=-41.8, Synergy_HSA=-8.01. Drug 2: CCC1(C2=C(COC1=O)C(=O)N3CC4=CC5=C(C=CC(=C5CN(C)C)O)N=C4C3=C2)O.Cl. (2) Drug 1: C1=NC2=C(N=C(N=C2N1C3C(C(C(O3)CO)O)O)F)N. Drug 2: CC12CCC3C(C1CCC2O)C(CC4=C3C=CC(=C4)O)CCCCCCCCCS(=O)CCCC(C(F)(F)F)(F)F. Cell line: UACC62. Synergy scores: CSS=1.69, Synergy_ZIP=2.07, Synergy_Bliss=6.16, Synergy_Loewe=0.313, Synergy_HSA=1.54. (3) Drug 1: C1CN1C2=NC(=NC(=N2)N3CC3)N4CC4. Drug 2: CC12CCC3C(C1CCC2O)C(CC4=C3C=CC(=C4)O)CCCCCCCCCS(=O)CCCC(C(F)(F)F)(F)F. Cell line: NCI-H322M. Synergy scores: CSS=0.969, Synergy_ZIP=0.170, Synergy_Bliss=-0.417, Synergy_Loewe=-2.24, Synergy_HSA=-2.69. (4) Drug 1: C1=CC(=CC=C1CCC2=CNC3=C2C(=O)NC(=N3)N)C(=O)NC(CCC(=O)O)C(=O)O. Drug 2: CC1CCC2CC(C(=CC=CC=CC(CC(C(=O)C(C(C(=CC(C(=O)CC(OC(=O)C3CCCCN3C(=O)C(=O)C1(O2)O)C(C)CC4CCC(C(C4)OC)OCCO)C)C)O)OC)C)C)C)OC. Cell line: NCIH23. Synergy scores: CSS=14.7, Synergy_ZIP=-2.33, Synergy_Bliss=0.569, Synergy_Loewe=-6.18, Synergy_HSA=1.68. (5) Drug 1: COC1=C(C=C2C(=C1)N=CN=C2NC3=CC(=C(C=C3)F)Cl)OCCCN4CCOCC4. Drug 2: CC1OCC2C(O1)C(C(C(O2)OC3C4COC(=O)C4C(C5=CC6=C(C=C35)OCO6)C7=CC(=C(C(=C7)OC)O)OC)O)O. Cell line: SW-620. Synergy scores: CSS=58.3, Synergy_ZIP=10.3, Synergy_Bliss=8.16, Synergy_Loewe=1.30, Synergy_HSA=9.85.